This data is from Catalyst prediction with 721,799 reactions and 888 catalyst types from USPTO. The task is: Predict which catalyst facilitates the given reaction. (1) Reactant: C([Sn](CCCC)(CCCC)[C:6]1[O:10][C:9]([P:11]([O:16][CH2:17][CH3:18])(=[O:15])[O:12][CH2:13][CH3:14])=[CH:8][CH:7]=1)CCC.I[C:28]1[CH:33]=[CH:32][C:31]([N+:34]([O-:36])=[O:35])=[CH:30][C:29]=1[N+:37]([O-:39])=[O:38]. Product: [N+:34]([C:31]1[CH:32]=[C:33]([C:6]2[O:10][C:9]([P:11]([O:12][CH2:13][CH3:14])(=[O:15])[O:16][CH2:17][CH3:18])=[CH:8][CH:7]=2)[CH:28]=[C:29]([N+:37]([O-:39])=[O:38])[CH:30]=1)([O-:36])=[O:35]. The catalyst class is: 755. (2) Reactant: [NH2:1][C:2]1[C:3]([O:15][CH3:16])=[C:4]([CH:9]([OH:14])[C:10]([F:13])([F:12])[F:11])[CH:5]=[C:6](Br)[CH:7]=1.[NH:17]1[CH2:22][CH2:21][O:20][CH2:19][CH2:18]1.N1CCC[C@H]1C(O)=O.C(=O)([O-])[O-].[K+].[K+].[Cl-].[NH4+]. Product: [NH2:1][C:2]1[C:3]([O:15][CH3:16])=[C:4]([CH:9]([OH:14])[C:10]([F:13])([F:12])[F:11])[CH:5]=[C:6]([N:17]2[CH2:22][CH2:21][O:20][CH2:19][CH2:18]2)[CH:7]=1. The catalyst class is: 846. (3) Reactant: [Sm].[I-].[C:3]([O:7][C:8]([N:10]1[C:19]2[C:14](=[CH:15][CH:16]=[C:17]([CH2:20][CH2:21][O:22][C:23]3[CH:24]=[C:25]4[C:29](=[CH:30][CH:31]=3)[N:28]([C:32]([C:39]3[CH:44]=[CH:43][CH:42]=[C:41]([O:45][CH2:46][C:47]5[CH:52]=[CH:51][CH:50]=[CH:49][CH:48]=5)[CH:40]=3)=[CH:33][C:34]([O:36][CH2:37][CH3:38])=[O:35])[CH:27]=[CH:26]4)[N:18]=2)[CH2:13][CH2:12][CH2:11]1)=[O:9])([CH3:6])([CH3:5])[CH3:4].CN(C)P(N(C)C)(N(C)C)=O.CO.[Cl-].[NH4+]. Product: [C:3]([O:7][C:8]([N:10]1[C:19]2[C:14](=[CH:15][CH:16]=[C:17]([CH2:20][CH2:21][O:22][C:23]3[CH:24]=[C:25]4[C:29](=[CH:30][CH:31]=3)[N:28]([CH:32]([C:39]3[CH:44]=[CH:43][CH:42]=[C:41]([O:45][CH2:46][C:47]5[CH:52]=[CH:51][CH:50]=[CH:49][CH:48]=5)[CH:40]=3)[CH2:33][C:34]([O:36][CH2:37][CH3:38])=[O:35])[CH:27]=[CH:26]4)[N:18]=2)[CH2:13][CH2:12][CH2:11]1)=[O:9])([CH3:4])([CH3:5])[CH3:6]. The catalyst class is: 8. (4) Reactant: [Br-].[C:2]([O:5][C@@H:6]1[C@@H:11]([O:12][C:13](=[O:15])[CH3:14])[C@@H:10]([O:16][C:17](=[O:19])[CH3:18])[C@@H:9]([CH2:20][O:21][C:22](=[O:24])[CH3:23])[O:8][CH:7]1NC(S)=[NH2+])(=[O:4])[CH3:3].[S:29](S([O-])=O)([O-])(=O)=O.[Na+].[Na+].C(=O)([O-])[O-].[K+].[K+].Cl[CH2:45][C:46]#[N:47]. Product: [C:2]([O:5][C@@H:6]1[C@@H:11]([O:12][C:13](=[O:15])[CH3:14])[C@@H:10]([O:16][C:17](=[O:19])[CH3:18])[C@@H:9]([CH2:20][O:21][C:22](=[O:24])[CH3:23])[O:8][C@H:7]1[S:29][CH2:45][C:46]#[N:47])(=[O:4])[CH3:3]. The catalyst class is: 95. (5) Product: [CH3:20][S:21]([CH3:24])(=[N:23][C:15](=[O:16])[C:14]1[CH:18]=[CH:19][C:11]([N+:8]([O-:10])=[O:9])=[CH:12][CH:13]=1)=[O:22]. The catalyst class is: 4. Reactant: C(N(CC)CC)C.[N+:8]([C:11]1[CH:19]=[CH:18][C:14]([C:15](Cl)=[O:16])=[CH:13][CH:12]=1)([O-:10])=[O:9].[CH3:20][S:21]([CH3:24])(=[NH:23])=[O:22]. (6) Reactant: [CH3:1][C:2]([C:12]1[CH:16]=[C:15]([NH:17][C:18](=[O:34])[C:19]([S:22]([CH2:25][CH:26]2[CH2:31][CH2:30][CH:29]([O:32][CH3:33])[CH2:28][CH2:27]2)(=[O:24])=[O:23])([CH3:21])[CH3:20])[O:14][N:13]=1)([CH3:11])[CH2:3][O:4]C1CCCCO1.CC1C=CC(S(O)(=O)=O)=CC=1. The catalyst class is: 158. Product: [OH:4][CH2:3][C:2]([C:12]1[CH:16]=[C:15]([NH:17][C:18](=[O:34])[C:19]([S:22]([CH2:25][CH:26]2[CH2:27][CH2:28][CH:29]([O:32][CH3:33])[CH2:30][CH2:31]2)(=[O:24])=[O:23])([CH3:21])[CH3:20])[O:14][N:13]=1)([CH3:1])[CH3:11]. (7) Reactant: Br[C:2]1[CH:3]=[C:4]([C:9]2[O:13][N:12]=[C:11]([C:14]3[CH:19]=[CH:18][C:17]([O:20][CH:21]([CH3:23])[CH3:22])=[C:16]([Cl:24])[CH:15]=3)[N:10]=2)[CH:5]=[CH:6][C:7]=1[F:8].[C:25]([Si:27]([CH3:30])([CH3:29])[CH3:28])#[CH:26].C(N(CC)CC)C. Product: [Cl:24][C:16]1[CH:15]=[C:14]([C:11]2[N:10]=[C:9]([C:4]3[CH:5]=[CH:6][C:7]([F:8])=[C:2]([C:26]#[C:25][Si:27]([CH3:30])([CH3:29])[CH3:28])[CH:3]=3)[O:13][N:12]=2)[CH:19]=[CH:18][C:17]=1[O:20][CH:21]([CH3:23])[CH3:22]. The catalyst class is: 778. (8) Reactant: [N:1]1[N:8]2[C:4]([O:5][C:6]3[CH2:12][O:11][CH2:10][CH2:9][C:7]=32)=[CH:3][C:2]=1[CH2:13][OH:14]. Product: [N:1]1[N:8]2[C:4]([O:5][C:6]3[CH2:12][O:11][CH2:10][CH2:9][C:7]=32)=[CH:3][C:2]=1[CH:13]=[O:14]. The catalyst class is: 703. (9) Reactant: C(Cl)(=O)C(Cl)=O.[CH3:7][O:8][C:9]1[C:14]([C:15]2[CH:20]=[CH:19][C:18]([S:21](=[O:24])(=[O:23])[NH2:22])=[CH:17][CH:16]=2)=[CH:13][C:12]([C:25]2[S:29][C:28]([C:30](O)=[O:31])=[CH:27][C:26]=2[CH3:33])=[CH:11][CH:10]=1.[CH3:34][N:35]([CH:37]=O)[CH3:36].C(N(CC)CC)C.Cl.[CH3:47][NH:48][O:49][CH3:50]. Product: [CH3:37][N:35]([CH:34]=[N:22][S:21]([C:18]1[CH:19]=[CH:20][C:15]([C:14]2[C:9]([O:8][CH3:7])=[CH:10][CH:11]=[C:12]([C:25]3[S:29][C:28]([C:30]([N:48]([O:49][CH3:50])[CH3:47])=[O:31])=[CH:27][C:26]=3[CH3:33])[CH:13]=2)=[CH:16][CH:17]=1)(=[O:24])=[O:23])[CH3:36]. The catalyst class is: 4. (10) Product: [Br:1][C:2]1[CH:3]=[CH:4][C:5]([CH2:8][C@H:9]([NH:17][C:18]([C:20]2[S:21][C:22]([C:25]([CH3:28])([CH3:27])[CH3:26])=[CH:23][CH:24]=2)=[O:19])[C:10]([OH:12])=[O:11])=[CH:6][CH:7]=1. The catalyst class is: 157. Reactant: [Br:1][C:2]1[CH:7]=[CH:6][C:5]([CH2:8][C@H:9]([NH:17][C:18]([C:20]2[S:21][C:22]([C:25]([CH3:28])([CH3:27])[CH3:26])=[CH:23][CH:24]=2)=[O:19])[C:10]([O:12]C(C)(C)C)=[O:11])=[CH:4][CH:3]=1.